Dataset: Reaction yield outcomes from USPTO patents with 853,638 reactions. Task: Predict the reaction yield, written as a fraction of the theoretical maximum amount of product (1.0 means a 100% yield; for example, 0.34 means a 34% yield). (1) The reactants are [NH2:1][C:2]1[C:11]2[C:6](=[CH:7][CH:8]=[CH:9][CH:10]=2)[CH:5]=[CH:4][C:3]=1[C:12]#N.[CH3:14][O:15][C:16]1[CH:17]=[C:18]([Mg]Br)[CH:19]=[CH:20][CH:21]=1.[O:24]1CCCC1.Cl.C(=O)([O-])[O-].[K+].[K+]. The catalyst is CCOCC.CO. The product is [NH2:1][C:2]1[C:11]2[C:6](=[CH:7][CH:8]=[CH:9][CH:10]=2)[CH:5]=[CH:4][C:3]=1[C:12](=[O:24])[C:20]1[CH:19]=[CH:18][CH:17]=[C:16]([O:15][CH3:14])[CH:21]=1. The yield is 0.930. (2) The reactants are [F:1][C:2]1[CH:3]=[C:4]([C:10]2[C:15]([C:16]3[CH:21]=[CH:20][C:19]([O:22][CH3:23])=[CH:18][CH:17]=3)=[N:14][NH:13][C:12](=[O:24])[CH:11]=2)[CH:5]=[CH:6][C:7]=1[O:8][CH3:9].Cl[CH2:26][CH:27]1[CH2:29][CH2:28]1. No catalyst specified. The product is [CH:27]1([CH2:26][N:13]2[C:12](=[O:24])[CH:11]=[C:10]([C:4]3[CH:5]=[CH:6][C:7]([O:8][CH3:9])=[C:2]([F:1])[CH:3]=3)[C:15]([C:16]3[CH:17]=[CH:18][C:19]([O:22][CH3:23])=[CH:20][CH:21]=3)=[N:14]2)[CH2:29][CH2:28]1. The yield is 0.938.